This data is from NCI-60 drug combinations with 297,098 pairs across 59 cell lines. The task is: Regression. Given two drug SMILES strings and cell line genomic features, predict the synergy score measuring deviation from expected non-interaction effect. (1) Drug 1: C1=CC(=CC=C1CCCC(=O)O)N(CCCl)CCCl. Drug 2: C(CN)CNCCSP(=O)(O)O. Cell line: DU-145. Synergy scores: CSS=26.2, Synergy_ZIP=-6.11, Synergy_Bliss=-6.22, Synergy_Loewe=-17.0, Synergy_HSA=-6.13. (2) Drug 1: CC1=CC2C(CCC3(C2CCC3(C(=O)C)OC(=O)C)C)C4(C1=CC(=O)CC4)C. Drug 2: C1=NC2=C(N=C(N=C2N1C3C(C(C(O3)CO)O)F)Cl)N. Cell line: HCC-2998. Synergy scores: CSS=22.6, Synergy_ZIP=-4.77, Synergy_Bliss=-12.0, Synergy_Loewe=-35.3, Synergy_HSA=-13.6. (3) Drug 1: C1CCC(C1)C(CC#N)N2C=C(C=N2)C3=C4C=CNC4=NC=N3. Drug 2: C1=CC(=CC=C1CCC2=CNC3=C2C(=O)NC(=N3)N)C(=O)NC(CCC(=O)O)C(=O)O. Cell line: UACC62. Synergy scores: CSS=5.77, Synergy_ZIP=-0.263, Synergy_Bliss=3.68, Synergy_Loewe=-12.4, Synergy_HSA=-5.19. (4) Drug 1: CS(=O)(=O)C1=CC(=C(C=C1)C(=O)NC2=CC(=C(C=C2)Cl)C3=CC=CC=N3)Cl. Drug 2: C1=NC2=C(N1)C(=S)N=C(N2)N. Cell line: SF-268. Synergy scores: CSS=17.7, Synergy_ZIP=-0.271, Synergy_Bliss=6.10, Synergy_Loewe=-6.75, Synergy_HSA=3.06. (5) Drug 1: C#CCC(CC1=CN=C2C(=N1)C(=NC(=N2)N)N)C3=CC=C(C=C3)C(=O)NC(CCC(=O)O)C(=O)O. Drug 2: CS(=O)(=O)OCCCCOS(=O)(=O)C. Cell line: TK-10. Synergy scores: CSS=-0.669, Synergy_ZIP=0.226, Synergy_Bliss=0.578, Synergy_Loewe=-3.98, Synergy_HSA=-2.74. (6) Drug 1: C1=CC(=C2C(=C1NCCNCCO)C(=O)C3=C(C=CC(=C3C2=O)O)O)NCCNCCO. Drug 2: B(C(CC(C)C)NC(=O)C(CC1=CC=CC=C1)NC(=O)C2=NC=CN=C2)(O)O. Cell line: K-562. Synergy scores: CSS=47.0, Synergy_ZIP=4.78, Synergy_Bliss=-1.32, Synergy_Loewe=-0.997, Synergy_HSA=-0.714. (7) Drug 1: C1=C(C(=O)NC(=O)N1)F. Drug 2: CC1=C(C=C(C=C1)C(=O)NC2=CC(=CC(=C2)C(F)(F)F)N3C=C(N=C3)C)NC4=NC=CC(=N4)C5=CN=CC=C5. Cell line: IGROV1. Synergy scores: CSS=40.8, Synergy_ZIP=10.7, Synergy_Bliss=9.92, Synergy_Loewe=8.94, Synergy_HSA=9.13.